Dataset: Full USPTO retrosynthesis dataset with 1.9M reactions from patents (1976-2016). Task: Predict the reactants needed to synthesize the given product. (1) Given the product [NH2:11][C:12]1[CH:13]=[C:14]([S:18]([NH:21][C:22]([C:24]2[C:25]([C:5]3[CH:6]=[CH:7][C:2]([Cl:1])=[CH:3][CH:4]=3)=[N:26][C:27]([C:30]([CH3:33])([CH3:32])[CH3:31])=[CH:28][CH:29]=2)=[O:23])(=[O:20])=[O:19])[CH:15]=[CH:16][CH:17]=1, predict the reactants needed to synthesize it. The reactants are: [Cl:1][C:2]1[CH:7]=[CH:6][C:5](B(O)O)=[CH:4][CH:3]=1.[NH2:11][C:12]1[CH:13]=[C:14]([S:18]([NH:21][C:22]([C:24]2[C:25](Cl)=[N:26][C:27]([C:30]([CH3:33])([CH3:32])[CH3:31])=[CH:28][CH:29]=2)=[O:23])(=[O:20])=[O:19])[CH:15]=[CH:16][CH:17]=1.C([O-])([O-])=O.[Na+].[Na+]. (2) Given the product [C:13]([CH2:12][C:5]1[CH:4]=[C:3]([O:2][CH3:1])[CH:11]=[CH:10][C:6]=1[C:7]([OH:9])=[O:8])([OH:16])=[O:14], predict the reactants needed to synthesize it. The reactants are: [CH3:1][O:2][C:3]1[CH:11]=[CH:10][C:6]([C:7]([OH:9])=[O:8])=[C:5]([CH3:12])[CH:4]=1.[C:13](=O)([O:16]C)[O:14]C.[Li+].CC([N-]C(C)C)C. (3) Given the product [F:16][C:17]1[CH:24]=[CH:23][C:20]([CH2:21][N:3]2[C:4](=[O:15])[C:5]3[C@@H:6]4[C:11]([CH3:12])([CH3:13])[C@@:9]([CH3:14])([CH2:8][CH2:7]4)[C:10]=3[N:2]2[CH3:1])=[CH:19][CH:18]=1, predict the reactants needed to synthesize it. The reactants are: [CH3:1][N:2]1[C:10]2[C@@:9]3([CH3:14])[C:11]([CH3:13])([CH3:12])[C@H:6]([CH2:7][CH2:8]3)[C:5]=2[C:4](=[O:15])[NH:3]1.[F:16][C:17]1[CH:24]=[CH:23][C:20]([CH2:21]Br)=[CH:19][CH:18]=1.